This data is from Reaction yield outcomes from USPTO patents with 853,638 reactions. The task is: Predict the reaction yield, written as a fraction of the theoretical maximum amount of product (1.0 means a 100% yield; for example, 0.34 means a 34% yield). (1) The reactants are [CH:1]([C:3]1[CH:4]=[CH:5][C:6]([N+:25]([O-])=O)=[C:7]([NH:9][CH:10]2[CH2:15][CH2:14][N:13]([C@H:16]3[CH2:21][CH2:20][C@H:19]([O:22][CH2:23][CH3:24])[CH2:18][CH2:17]3)[CH2:12][CH2:11]2)[CH:8]=1)=[CH2:2].C([O-])=O.[NH4+]. The catalyst is CO.[Pd]. The product is [CH2:1]([C:3]1[CH:8]=[C:7]([NH:9][CH:10]2[CH2:15][CH2:14][N:13]([C@H:16]3[CH2:21][CH2:20][C@H:19]([O:22][CH2:23][CH3:24])[CH2:18][CH2:17]3)[CH2:12][CH2:11]2)[C:6]([NH2:25])=[CH:5][CH:4]=1)[CH3:2]. The yield is 0.860. (2) The reactants are [C:1]([C:3]1[CH:4]=[C:5]([CH:8]=[CH:9][CH:10]=1)[CH:6]=[O:7])#[N:2].[CH2:11](O)[CH2:12][OH:13]. The catalyst is O.C1(C)C=CC(S(O)(=O)=O)=CC=1.C1(C)C=CC=CC=1. The product is [O:7]1[CH2:11][CH2:12][O:13][CH:6]1[C:5]1[CH:4]=[C:3]([CH:10]=[CH:9][CH:8]=1)[C:1]#[N:2]. The yield is 1.00. (3) The reactants are [N-:1]=[N+:2]=[N-:3].[Na+].[CH3:5][O:6][C:7]1[CH:12]=[CH:11][C:10]([CH2:13][CH2:14][CH2:15][CH2:16]OS(C2C=CC(C)=CC=2)(=O)=O)=[CH:9][CH:8]=1. The catalyst is CN(C=O)C. The product is [CH3:5][O:6][C:7]1[CH:12]=[CH:11][C:10]([CH2:13][CH2:14][CH2:15][CH2:16][N:1]=[N+:2]=[N-:3])=[CH:9][CH:8]=1. The yield is 0.950. (4) The reactants are [NH2:1][N:2]1[CH:7]=[CH:6][CH:5]=[CH:4][C:3]1=[NH2+:8].CC1C=C(C)C=C(C)C=1S([O-])(=O)=O.[OH-].[Na+].[OH:24][CH2:25][C:26](OC)=O. The catalyst is CCO. The product is [N:8]1[C:26]([CH2:25][OH:24])=[N:1][N:2]2[CH:7]=[CH:6][CH:5]=[CH:4][C:3]=12. The yield is 0.590. (5) The reactants are C[O:2][C:3]([C:5]1[C:6]([C:14]2[CH:19]=[CH:18][CH:17]=[CH:16][C:15]=2[N+:20]([O-:22])=[O:21])=[CH:7][CH:8]=[C:9]([C:11](=[S:13])[NH2:12])[CH:10]=1)=[O:4].[F:23][C:24]([F:40])([F:39])[C:25]1[CH:26]=[C:27]([C:35](=O)[CH2:36]Br)[CH:28]=[C:29]([C:31]([F:34])([F:33])[F:32])[CH:30]=1. No catalyst specified. The product is [F:23][C:24]([F:39])([F:40])[C:25]1[CH:26]=[C:27]([C:35]2[N:12]=[C:11]([C:9]3[CH:10]=[C:5]([C:3]([OH:2])=[O:4])[C:6]([C:14]4[CH:19]=[CH:18][CH:17]=[CH:16][C:15]=4[N+:20]([O-:22])=[O:21])=[CH:7][CH:8]=3)[S:13][CH:36]=2)[CH:28]=[C:29]([C:31]([F:32])([F:33])[F:34])[CH:30]=1. The yield is 0.320. (6) The reactants are [Cl:1][C:2]1[C:3]2[CH:13]=[CH:12][CH:11]=[CH:10][C:4]=2[S:5][C:6]=1[CH2:7][CH:8]=[O:9].[C:14]([Mg]Br)#[CH:15]. The catalyst is C1COCC1. The product is [Cl:1][C:2]1[C:3]2[CH:13]=[CH:12][CH:11]=[CH:10][C:4]=2[S:5][C:6]=1[CH2:7][CH:8]([OH:9])[C:14]#[CH:15]. The yield is 0.650.